Dataset: Peptide-MHC class I binding affinity with 185,985 pairs from IEDB/IMGT. Task: Regression. Given a peptide amino acid sequence and an MHC pseudo amino acid sequence, predict their binding affinity value. This is MHC class I binding data. (1) The peptide sequence is VIMWYNYLF. The binding affinity (normalized) is 0.0847. The MHC is HLA-A26:01 with pseudo-sequence HLA-A26:01. (2) The peptide sequence is YADSVKGRFTI. The MHC is HLA-A02:03 with pseudo-sequence HLA-A02:03. The binding affinity (normalized) is 0.124. (3) The peptide sequence is FRKAQIQGL. The MHC is HLA-B45:01 with pseudo-sequence HLA-B45:01. The binding affinity (normalized) is 0. (4) The peptide sequence is SQIETGTPF. The MHC is HLA-B58:01 with pseudo-sequence HLA-B58:01. The binding affinity (normalized) is 0.0847.